Dataset: Full USPTO retrosynthesis dataset with 1.9M reactions from patents (1976-2016). Task: Predict the reactants needed to synthesize the given product. (1) The reactants are: [N:1]1([CH2:6][C:7]2[CH:23]=[CH:22][C:10]([CH2:11][N:12]3[CH:20]=[C:19]4[C:14]([N:15]=[CH:16][N:17]=[C:18]4Cl)=[N:13]3)=[CH:9][CH:8]=2)[CH:5]=[CH:4][CH:3]=[N:2]1.[Cl:24][C:25]1[CH:26]=[C:27]([CH2:36][OH:37])[C:28]2[O:32][C:31]([C:33]#[N:34])=[CH:30][C:29]=2[CH:35]=1.C([O-])([O-])=O.[K+].[K+]. Given the product [N:1]1([CH2:6][C:7]2[CH:23]=[CH:22][C:10]([CH2:11][N:12]3[CH:20]=[C:19]4[C:14]([N:15]=[CH:16][N:17]=[C:18]4[O:37][CH2:36][C:27]4[C:28]5[O:32][C:31]([C:33]#[N:34])=[CH:30][C:29]=5[CH:35]=[C:25]([Cl:24])[CH:26]=4)=[N:13]3)=[CH:9][CH:8]=2)[CH:5]=[CH:4][CH:3]=[N:2]1, predict the reactants needed to synthesize it. (2) Given the product [Br:42][C:11]1[C:10]2[NH:9][C:8](=[O:13])[C:7]3[S:14][CH:15]=[CH:16][C:6]=3[C:5]=2[C:4]([C:17]2[CH:22]=[CH:21][C:20]([C:23]3([CH2:26][NH:27][C:28](=[O:34])[O:29][C:30]([CH3:31])([CH3:33])[CH3:32])[CH2:24][CH2:25]3)=[CH:19][CH:18]=2)=[C:3]([O:2][CH3:1])[CH:12]=1, predict the reactants needed to synthesize it. The reactants are: [CH3:1][O:2][C:3]1[CH:12]=[CH:11][C:10]2[NH:9][C:8](=[O:13])[C:7]3[S:14][CH:15]=[CH:16][C:6]=3[C:5]=2[C:4]=1[C:17]1[CH:22]=[CH:21][C:20]([C:23]2([CH2:26][NH:27][C:28](=[O:34])[O:29][C:30]([CH3:33])([CH3:32])[CH3:31])[CH2:25][CH2:24]2)=[CH:19][CH:18]=1.C1C(=O)N([Br:42])C(=O)C1. (3) Given the product [Cl:1][C:2]1[N:3]=[CH:4][N:5]=[C:6]([NH2:15])[C:7]=1[C:8]1[O:9][CH:10]=[C:11]([CH3:13])[N:12]=1, predict the reactants needed to synthesize it. The reactants are: [Cl:1][C:2]1[C:7]([C:8]2[O:9][CH:10]=[C:11]([CH3:13])[N:12]=2)=[C:6](Cl)[N:5]=[CH:4][N:3]=1.[NH3:15].CCOC(C)=O.